Dataset: Catalyst prediction with 721,799 reactions and 888 catalyst types from USPTO. Task: Predict which catalyst facilitates the given reaction. (1) Reactant: [OH-].[Na+].OO.CS(C)=O.CC[OH:11].[ClH:12].[C:13]([N:16]1[CH2:21][CH2:20][CH:19]([NH:22][C:23]2[C:30]([F:31])=[CH:29][C:26]([C:27]#[N:28])=[C:25]([NH:32][C:33]3[CH:34]=[N:35][CH:36]=[C:37]([CH3:39])[CH:38]=3)[N:24]=2)[CH:18]([NH2:40])[CH2:17]1)(=[O:15])[CH3:14]. Product: [ClH:12].[C:13]([N:16]1[CH2:21][CH2:20][CH:19]([NH:22][C:23]2[C:30]([F:31])=[CH:29][C:26]([C:27]([NH2:28])=[O:11])=[C:25]([NH:32][C:33]3[CH:34]=[N:35][CH:36]=[C:37]([CH3:39])[CH:38]=3)[N:24]=2)[CH:18]([NH2:40])[CH2:17]1)(=[O:15])[CH3:14]. The catalyst class is: 6. (2) Reactant: [O:1]1[CH2:5][CH2:4][O:3][CH:2]1[C:6]1[CH:7]=[C:8]([CH:11]=[CH:12][CH:13]=1)[C:9]#[N:10].[OH-:14].[Na+]. Product: [O:1]1[CH2:5][CH2:4][O:3][CH:2]1[C:6]1[CH:7]=[C:8]([CH:11]=[CH:12][CH:13]=1)[C:9]([NH2:10])=[O:14]. The catalyst class is: 88. (3) Reactant: [NH2:1][C@H:2]([C:5]([OH:7])=[O:6])[CH2:3][SH:4].[CH3:8][N:9]1[CH2:14][CH2:13][C:12](=O)[CH2:11][CH2:10]1. Product: [CH3:8][N:9]1[CH2:14][CH2:13][C:12]2([S:4][CH2:3][C@@H:2]([C:5]([OH:7])=[O:6])[NH:1]2)[CH2:11][CH2:10]1. The catalyst class is: 97. (4) Reactant: [CH3:1][O:2][C:3]1[CH:12]=[C:11]([O:13][CH3:14])[CH:10]=[C:9]2[C:4]=1[C:5](=[O:27])[NH:6][C:7]([C:15]1[CH:20]=[CH:19][C:18]([N:21]3[CH2:26][CH2:25][NH:24][CH2:23][CH2:22]3)=[CH:17][CH:16]=1)=[N:8]2.CCN(CC)CC.[C:35](Cl)(=[O:41])[CH2:36][CH2:37][CH2:38][CH2:39][CH3:40]. Product: [C:35]([N:24]1[CH2:23][CH2:22][N:21]([C:18]2[CH:19]=[CH:20][C:15]([C:7]3[NH:6][C:5](=[O:27])[C:4]4[C:9](=[CH:10][C:11]([O:13][CH3:14])=[CH:12][C:3]=4[O:2][CH3:1])[N:8]=3)=[CH:16][CH:17]=2)[CH2:26][CH2:25]1)(=[O:41])[CH2:36][CH2:37][CH2:38][CH2:39][CH3:40]. The catalyst class is: 2. (5) Reactant: [CH3:1][C:2]1([CH3:19])[CH2:11][C:10](=[O:12])[NH:9][C:8]2[N:7]=[C:6]([O:13][CH2:14][CH2:15][CH2:16][CH:17]=O)[CH:5]=[CH:4][C:3]1=2.[NH:20]1[CH2:25][CH2:24][NH:23][CH2:22][CH2:21]1.C(O[BH-](O[C:36](=O)[CH3:37])OC(=O)C)(=O)C.[Na+]. Product: [CH3:1][C:2]1([CH3:19])[C:3]2[C:8](=[N:7][C:6]([O:13][CH2:14][CH2:15][CH2:16][CH2:17][N:20]3[CH2:25][CH2:24][N:23]([C:1]4[CH:2]=[CH:3][CH:8]=[C:37]5[C:36]=4[N:7]=[CH:6][CH:5]=[CH:4]5)[CH2:22][CH2:21]3)=[CH:5][CH:4]=2)[NH:9][C:10](=[O:12])[CH2:11]1. The catalyst class is: 2. (6) Reactant: [H-].[Na+].[C:3]([O:10][CH3:11])(=[O:9])[CH2:4][C:5]([O:7][CH3:8])=[O:6].Cl[C:13]1[CH:18]=[C:17](Cl)[CH:16]=[CH:15][C:14]=1[N+:20]([O-:22])=[O:21].[ClH:23].[OH-].[Na+]. Product: [CH3:8][O:7][C:5](=[O:6])[CH:4]([C:13]1[CH:18]=[CH:17][C:16]([Cl:23])=[CH:15][C:14]=1[N+:20]([O-:22])=[O:21])[C:3]([O:10][CH3:11])=[O:9]. The catalyst class is: 37. (7) The catalyst class is: 1. Product: [CH:1]([N:4]1[C:8]([C:9]2[CH2:14][O:13][CH2:12][CH2:11][C:10]=2[CH2:15][O:16][C:17]2[CH:18]=[CH:19][C:20]3[C:24]([C:25]=2[CH:26]=[O:27])=[N:23][N:22]([CH3:29])[CH:21]=3)=[CH:7][CH:6]=[N:5]1)([CH3:2])[CH3:3]. Reactant: [CH:1]([N:4]1[C:8]([C:9]2[CH2:14][O:13][CH2:12][CH2:11][C:10]=2[CH2:15][O:16][C:17]2[C:25]([CH:26]=[O:27])=[C:24]3[C:20]([CH:21]=[N:22][NH:23]3)=[CH:19][CH:18]=2)=[CH:7][CH:6]=[N:5]1)([CH3:3])[CH3:2].I[CH3:29].[H-].[Na+].